From a dataset of Catalyst prediction with 721,799 reactions and 888 catalyst types from USPTO. Predict which catalyst facilitates the given reaction. (1) Reactant: [NH:1]1[CH2:6][CH2:5][CH2:4][CH2:3][CH2:2]1.[Cl:7][CH2:8][O:9][C:10](Cl)=[O:11]. Product: [Cl:7][CH2:8][O:9][C:10]([N:1]1[CH2:6][CH2:5][CH2:4][CH2:3][CH2:2]1)=[O:11]. The catalyst class is: 195. (2) Reactant: [Cl:1][C:2]1[C:7]([CH3:8])=[CH:6][C:5](Br)=[CH:4][N:3]=1.C([Li])CCC.[C:15]1([S:21][S:21][C:15]2[CH:20]=[CH:19][CH:18]=[CH:17][CH:16]=2)[CH:20]=[CH:19][CH:18]=[CH:17][CH:16]=1.C(Cl)Cl.C(OCC)(=O)C. Product: [Cl:1][C:2]1[C:7]([CH3:8])=[CH:6][C:5]([S:21][C:15]2[CH:20]=[CH:19][CH:18]=[CH:17][CH:16]=2)=[CH:4][N:3]=1. The catalyst class is: 1. (3) Reactant: [F:1][C:2]1[C:3]([O:23]C)=[CH:4][C:5]([CH2:18][C:19]([F:22])([F:21])[F:20])=[C:6]([C:8]2[N:13]=[CH:12][C:11]3[C:14]([I:17])=[N:15][NH:16][C:10]=3[CH:9]=2)[CH:7]=1.B(Br)(Br)Br. Product: [F:1][C:2]1[CH:7]=[C:6]([C:8]2[N:13]=[CH:12][C:11]3[C:14]([I:17])=[N:15][NH:16][C:10]=3[CH:9]=2)[C:5]([CH2:18][C:19]([F:21])([F:20])[F:22])=[CH:4][C:3]=1[OH:23]. The catalyst class is: 2. (4) Product: [CH3:39][C:34]1([C:32]([CH:17]2[C:12](=[O:11])[CH2:13][CH2:14][N:15]([C:18]([O:20][C:21]([CH3:24])([CH3:23])[CH3:22])=[O:19])[CH2:16]2)=[O:33])[CH2:38][CH2:37][CH2:36][CH2:35]1. Reactant: [Li+].C[Si]([N-][Si](C)(C)C)(C)C.[O:11]=[C:12]1[CH2:17][CH2:16][N:15]([C:18]([O:20][C:21]([CH3:24])([CH3:23])[CH3:22])=[O:19])[CH2:14][CH2:13]1.N#N.N1([C:32]([C:34]2([CH3:39])[CH2:38][CH2:37][CH2:36][CH2:35]2)=[O:33])C=CN=C1. The catalyst class is: 1. (5) Reactant: [OH-].[Na+].C[O:4][C:5](=[O:42])[CH2:6][C:7]1[CH:12]=[CH:11][C:10]([C:13]2[CH:18]=[CH:17][C:16]([C:19]([CH2:38][CH3:39])([C:22]3[CH:27]=[CH:26][C:25]([CH2:28][CH2:29][C:30]4([OH:36])[CH2:35][CH2:34][CH2:33][CH2:32][CH2:31]4)=[C:24]([CH3:37])[CH:23]=3)[CH2:20][CH3:21])=[CH:15][C:14]=2[CH3:40])=[CH:9][C:8]=1[F:41].[Cl-].[NH4+]. Product: [CH2:20]([C:19]([C:16]1[CH:17]=[CH:18][C:13]([C:10]2[CH:11]=[CH:12][C:7]([CH2:6][C:5]([OH:42])=[O:4])=[C:8]([F:41])[CH:9]=2)=[C:14]([CH3:40])[CH:15]=1)([C:22]1[CH:27]=[CH:26][C:25]([CH2:28][CH2:29][C:30]2([OH:36])[CH2:35][CH2:34][CH2:33][CH2:32][CH2:31]2)=[C:24]([CH3:37])[CH:23]=1)[CH2:38][CH3:39])[CH3:21]. The catalyst class is: 5. (6) Reactant: [C:1]([SiH2:5][O:6][C:7]([CH3:17])([CH3:16])[C:8]1[CH:13]=[CH:12][N+:11]([O-])=[C:10]([CH3:15])[CH:9]=1)([CH3:4])([CH3:3])[CH3:2].C[Si]([C:22]#[N:23])(C)C.CN(C)C(Cl)=O.C(=O)(O)[O-].[Na+]. Product: [C:1]([SiH2:5][O:6][C:7]([CH3:17])([CH3:16])[C:8]1[CH:9]=[C:10]([CH3:15])[N:11]=[C:12]([C:22]#[N:23])[CH:13]=1)([CH3:4])([CH3:3])[CH3:2]. The catalyst class is: 4. (7) Reactant: [CH2:1]([C:8]1[C:9](Cl)=[N:10][C:11]2[C:16]([C:17]=1[Cl:18])=[CH:15][C:14]([C:19]([C:31]1[N:35]([CH3:36])[CH:34]=[N:33][CH:32]=1)([C:21]1[CH:22]=[N:23][C:24]([C:27]([F:30])([F:29])[F:28])=[CH:25][CH:26]=1)[OH:20])=[CH:13][CH:12]=2)[C:2]1[CH:7]=[CH:6][CH:5]=[CH:4][CH:3]=1.[C:38]([OH:44])([C:40]([F:43])([F:42])[F:41])=[O:39].[CH3:45][N:46]1[CH:50]=[C:49](B2OC(C)(C)C(C)(C)O2)[CH:48]=[N:47]1.C([O-])([O-])=O.[K+].[K+].O1CCOCC1. Product: [CH2:1]([C:8]1[C:9]([C:49]2[CH:48]=[N:47][N:46]([CH3:45])[CH:50]=2)=[N:10][C:11]2[C:16]([C:17]=1[Cl:18])=[CH:15][C:14]([C:19]([C:31]1[N:35]([CH3:36])[CH:34]=[N:33][CH:32]=1)([C:21]1[CH:22]=[N:23][C:24]([C:27]([F:30])([F:28])[F:29])=[CH:25][CH:26]=1)[OH:20])=[CH:13][CH:12]=2)[C:2]1[CH:7]=[CH:6][CH:5]=[CH:4][CH:3]=1.[C:38]([OH:44])([C:40]([F:43])([F:42])[F:41])=[O:39]. The catalyst class is: 263. (8) Reactant: [CH3:1][Mg]Br.[OH:4][C@H:5]1[CH2:15][C@@:14]2([CH3:17])[O:16][C@@:6]31[C@@H:18]1[C@@H:10]([N:11]([C:20]4[CH:27]=[CH:26][C:23]([C:24]#[N:25])=[C:22]([C:28]([F:31])([F:30])[F:29])[CH:21]=4)[C:12](=[O:19])[C@H:13]21)[O:9][CH2:8][CH2:7]3. Product: [OH:4][C@:5]1([CH3:1])[CH2:15][C@@:14]2([CH3:17])[O:16][C@@:6]31[C@@H:18]1[C@@H:10]([N:11]([C:20]4[CH:27]=[CH:26][C:23]([C:24]#[N:25])=[C:22]([C:28]([F:29])([F:30])[F:31])[CH:21]=4)[C:12](=[O:19])[C@H:13]21)[O:9][CH2:8][CH2:7]3. The catalyst class is: 1. (9) Reactant: O[C:2]1[CH:10]=[CH:9][CH:8]=[CH:7][C:3]=1/[CH:4]=[N:5]/[OH:6].C1C=CC(P(C2C=CC=CC=2)C2C=CC=CC=2)=CC=1.CCOC(/N=N/C(OCC)=O)=O.CCOC(C)=O. Product: [O:6]1[C:2]2[CH:10]=[CH:9][CH:8]=[CH:7][C:3]=2[CH:4]=[N:5]1. The catalyst class is: 1.